This data is from Forward reaction prediction with 1.9M reactions from USPTO patents (1976-2016). The task is: Predict the product of the given reaction. (1) The product is: [Br:1][C:2]1[CH:7]=[CH:6][N:5]=[C:4]([NH:8][C:9]2[O:10][C:11]([C:14]([OH:16])=[O:15])=[CH:12][N:13]=2)[CH:3]=1. Given the reactants [Br:1][C:2]1[CH:7]=[CH:6][N:5]=[C:4]([NH:8][C:9]2[O:10][C:11]([C:14]([O:16]CC)=[O:15])=[CH:12][N:13]=2)[CH:3]=1.[OH-].[K+].O.CCO.Cl, predict the reaction product. (2) Given the reactants FC(F)(F)C(O)=O.[C:8]1([N:14]2[C:19](=[O:20])[C:18]3[S:21][CH:22]=[CH:23][C:17]=3[N:16]=[C:15]2[CH:24]([NH:27][C:28]2[N:36]=[CH:35][N:34]=[C:33]3[C:29]=2[N:30]=[CH:31][N:32]3C2CCCCO2)[CH2:25][CH3:26])[CH:13]=[CH:12][CH:11]=[CH:10][CH:9]=1.CCOC(C)=O, predict the reaction product. The product is: [C:8]1([N:14]2[C:19](=[O:20])[C:18]3[S:21][CH:22]=[CH:23][C:17]=3[N:16]=[C:15]2[CH:24]([NH:27][C:28]2[N:36]=[CH:35][N:34]=[C:33]3[C:29]=2[N:30]=[CH:31][NH:32]3)[CH2:25][CH3:26])[CH:9]=[CH:10][CH:11]=[CH:12][CH:13]=1. (3) Given the reactants [C:1]([O:4][CH2:5][CH2:6][NH:7][C:8](=[O:22])[C@@H:9]([NH2:21])[CH2:10][C:11]1[CH:16]=[CH:15][C:14]([C:17]([F:20])([F:19])[F:18])=[CH:13][CH:12]=1)(=[O:3])[CH3:2].[F:23][C:24]([F:38])([F:37])[CH2:25][CH2:26][O:27][C:28]1[CH:36]=[CH:35][C:31]([C:32](O)=[O:33])=[CH:30][CH:29]=1, predict the reaction product. The product is: [C:1]([O:4][CH2:5][CH2:6][NH:7][C:8](=[O:22])[C@@H:9]([NH:21][C:32](=[O:33])[C:31]1[CH:35]=[CH:36][C:28]([O:27][CH2:26][CH2:25][C:24]([F:38])([F:37])[F:23])=[CH:29][CH:30]=1)[CH2:10][C:11]1[CH:12]=[CH:13][C:14]([C:17]([F:19])([F:20])[F:18])=[CH:15][CH:16]=1)(=[O:3])[CH3:2]. (4) Given the reactants C1(PC2C=CC=CC=2)C=CC=CC=1.C([Li])CCC.C[O:20][C:21]1[CH:22]=[C:23]2[C:37](=[CH:38][CH:39]=1)[C:26]1([C:34]3[C:29](=[CH:30][C:31]([O:35]C)=[CH:32][CH:33]=3)[CH2:28][CH2:27]1)[CH:25]=[C:24]2[C:40]1[CH:45]=[CH:44][C:43]([O:46][CH2:47][CH2:48][N:49]2[CH2:54][CH2:53][CH2:52][CH2:51][CH2:50]2)=[CH:42][CH:41]=1.[Cl-:55].[NH4+], predict the reaction product. The product is: [ClH:55].[N:49]1([CH2:48][CH2:47][O:46][C:43]2[CH:42]=[CH:41][C:40]([C:24]3[C:23]4[C:37](=[CH:38][CH:39]=[C:21]([OH:20])[CH:22]=4)[C:26]4([C:34]5[C:29](=[CH:30][C:31]([OH:35])=[CH:32][CH:33]=5)[CH2:28][CH2:27]4)[CH:25]=3)=[CH:45][CH:44]=2)[CH2:54][CH2:53][CH2:52][CH2:51][CH2:50]1. (5) Given the reactants Br[C:2]1[C:14]([CH3:15])=[CH:13][C:5]([O:6][CH:7]2[CH2:12][CH2:11][S:10][CH2:9][CH2:8]2)=[CH:4][C:3]=1[CH3:16].CCCCCC.C([Li])CCC.[B:28](OC(C)C)([O:33]C(C)C)[O:29]C(C)C.Cl, predict the reaction product. The product is: [CH3:16][C:3]1[CH:4]=[C:5]([O:6][CH:7]2[CH2:12][CH2:11][S:10][CH2:9][CH2:8]2)[CH:13]=[C:14]([CH3:15])[C:2]=1[B:28]([OH:33])[OH:29]. (6) Given the reactants [CH3:1][C:2]([C:4]1[C:9]([F:10])=[CH:8][CH:7]=[CH:6][C:5]=1[F:11])=[O:3].C[Si]([N-][Si](C)(C)C)(C)C.[Li+].Br[CH2:23][C:24]([O:26][C:27]([CH3:30])([CH3:29])[CH3:28])=[O:25], predict the reaction product. The product is: [F:11][C:5]1[CH:6]=[CH:7][CH:8]=[C:9]([F:10])[C:4]=1[C:2](=[O:3])[CH2:1][CH2:23][C:24]([O:26][C:27]([CH3:30])([CH3:29])[CH3:28])=[O:25]. (7) Given the reactants [Cl:1][C:2]1[CH:7]=[CH:6][C:5]([CH2:8][C:9]2[C:18]3[C:13](=[CH:14][CH:15]=[CH:16][CH:17]=3)[C:12](=[O:19])[N:11]([CH2:20][C@H:21]3[CH2:25][CH2:24][CH2:23][N:22]3[CH2:26][CH2:27][CH2:28][C:29]([O:31]CC)=[O:30])[N:10]=2)=[CH:4][CH:3]=1.[OH-].[Na+].Cl, predict the reaction product. The product is: [CH:29]([OH:31])=[O:30].[Cl:1][C:2]1[CH:7]=[CH:6][C:5]([CH2:8][C:9]2[C:18]3[C:13](=[CH:14][CH:15]=[CH:16][CH:17]=3)[C:12](=[O:19])[N:11]([CH2:20][C@H:21]3[CH2:25][CH2:24][CH2:23][N:22]3[CH2:26][CH2:27][CH2:28][C:29]([OH:31])=[O:30])[N:10]=2)=[CH:4][CH:3]=1. (8) Given the reactants C([N:3]([CH2:6][CH3:7])[CH2:4][CH3:5])C.[C:8]([O:12][C:13]([N:15]1[CH2:20][CH2:19][CH:18]([O:21][CH2:22][C:23]([OH:25])=O)[CH2:17][CH2:16]1)=[O:14])([CH3:11])([CH3:10])[CH3:9].[CH2:26](OC(Cl)=O)C(C)C.O[NH:35][C:36](=[NH:43])C1C=CN=CC=1, predict the reaction product. The product is: [C:8]([O:12][C:13]([N:15]1[CH2:16][CH2:17][CH:18]([O:21][CH2:22][C:23]2[O:25][N:43]=[C:36]([C:6]3[CH:7]=[CH:26][CH:5]=[CH:4][N:3]=3)[N:35]=2)[CH2:19][CH2:20]1)=[O:14])([CH3:9])([CH3:10])[CH3:11]. (9) Given the reactants C(N(C(C)C)C(C)C)C.[Br:10][C:11]1[C:19]2[C:14](=[N:15][CH:16]=[N:17][C:18]=2Cl)[NH:13][N:12]=1.C1(C(C2C=CC=CC=2)=[N:28][CH2:29][C:30]2([C:36]3[CH:41]=[CH:40][CH:39]=[C:38]([C:42]4[CH:43]=[N:44][N:45]([CH3:47])[CH:46]=4)[CH:37]=3)[CH2:35][CH2:34][NH:33][CH2:32][CH2:31]2)C=CC=CC=1.Cl.C(O)(C)C, predict the reaction product. The product is: [Br:10][C:11]1[C:19]2[C:14](=[N:15][CH:16]=[N:17][C:18]=2[N:33]2[CH2:32][CH2:31][C:30]([CH2:29][NH2:28])([C:36]3[CH:41]=[CH:40][CH:39]=[C:38]([C:42]4[CH:43]=[N:44][N:45]([CH3:47])[CH:46]=4)[CH:37]=3)[CH2:35][CH2:34]2)[NH:13][N:12]=1. (10) Given the reactants [F:1][C:2]1[C:3]([NH:18][C@@H:19]([C:25]([CH3:28])([CH3:27])[CH3:26])[CH2:20][S:21]([OH:24])(=[O:23])=[O:22])=[N:4][C:5]([C:8]2[C:16]3[C:11](=[N:12][CH:13]=[C:14](F)[CH:15]=3)[NH:10][CH:9]=2)=[N:6][CH:7]=1.[Cl:29]C1C=C2C(B3OC(C)(C)C(C)(C)O3)=CN(S(C3C=CC(C)=CC=3)(=O)=O)C2=NC=1.FC1C=C2C(B3OC(C)(C)C(C)(C)O3)=CN(S(C3C=CC(C)=CC=3)(=O)=O)C2=NC=1.C(O)(C(F)(F)F)=O, predict the reaction product. The product is: [Cl:29][C:14]1[CH:15]=[C:16]2[C:8]([C:5]3[N:4]=[C:3]([NH:18][C@@H:19]([C:25]([CH3:28])([CH3:27])[CH3:26])[CH2:20][S:21]([OH:24])(=[O:23])=[O:22])[C:2]([F:1])=[CH:7][N:6]=3)=[CH:9][NH:10][C:11]2=[N:12][CH:13]=1.